The task is: Predict the product of the given reaction.. This data is from Forward reaction prediction with 1.9M reactions from USPTO patents (1976-2016). (1) Given the reactants Cl[CH:2]1[C:14](=[O:15])[C:13]2[C:12]3[C:7]4=[C:8]([O:16][CH2:17][CH:18]([C:19]5[CH:24]=[CH:23][CH:22]=[CH:21][CH:20]=5)[N:6]4[C:5]=2[CH2:4][CH2:3]1)[CH:9]=[CH:10][CH:11]=3.[Li+].[Cl-], predict the reaction product. The product is: [C:19]1([CH:18]2[N:6]3[C:7]4[C:12]([C:13]5[C:5]3=[CH:4][CH:3]=[CH:2][C:14]=5[OH:15])=[CH:11][CH:10]=[CH:9][C:8]=4[O:16][CH2:17]2)[CH:20]=[CH:21][CH:22]=[CH:23][CH:24]=1. (2) Given the reactants C(OC([N:8]1[CH2:13][CH2:12][N:11]([C:14]([C:16]2[N:24]3[C:19]([CH:20]=[C:21]([C:25](=[O:28])[NH:26][CH3:27])[CH:22]=[CH:23]3)=[C:18]([C:29]3[CH:34]=[CH:33][CH:32]=[CH:31][CH:30]=3)[C:17]=2[CH2:35][C:36]2[CH:41]=[CH:40][CH:39]=[C:38]([F:42])[C:37]=2[CH3:43])=[O:15])[CH2:10][CH2:9]1)=O)(C)(C)C.Cl.O1CCOCC1, predict the reaction product. The product is: [CH3:27][NH:26][C:25]([C:21]1[CH:22]=[CH:23][N:24]2[C:19]([CH:20]=1)=[C:18]([C:29]1[CH:30]=[CH:31][CH:32]=[CH:33][CH:34]=1)[C:17]([CH2:35][C:36]1[CH:41]=[CH:40][CH:39]=[C:38]([F:42])[C:37]=1[CH3:43])=[C:16]2[C:14]([N:11]1[CH2:10][CH2:9][NH:8][CH2:13][CH2:12]1)=[O:15])=[O:28]. (3) Given the reactants C1C=CC(P(C2C=CC=CC=2)C2C=CC=CC=2)=CC=1.[C:20]([CH2:22][CH2:23][NH:24][C:25]([C:27]1[C:32]([NH:33][C:34]2[CH:39]=[CH:38][C:37]([Br:40])=[CH:36][C:35]=2[F:41])=[C:31]([CH3:42])[C:30](=[O:43])[N:29]([CH3:44])[CH:28]=1)=O)#[N:21].CC(OC(/N=N/C(OC(C)C)=O)=O)C.[Si]([N:63]=[N+:64]=[N-:65])(C)(C)C, predict the reaction product. The product is: [Br:40][C:37]1[CH:38]=[CH:39][C:34]([NH:33][C:32]2[C:27]([C:25]3[N:24]([CH2:23][CH2:22][C:20]#[N:21])[N:65]=[N:64][N:63]=3)=[CH:28][N:29]([CH3:44])[C:30](=[O:43])[C:31]=2[CH3:42])=[C:35]([F:41])[CH:36]=1.